Dataset: Reaction yield outcomes from USPTO patents with 853,638 reactions. Task: Predict the reaction yield, written as a fraction of the theoretical maximum amount of product (1.0 means a 100% yield; for example, 0.34 means a 34% yield). (1) The reactants are Br[C:2]1[CH:7]=[CH:6][C:5]([C@H:8]([CH:16]2[CH2:21][CH2:20][CH2:19][CH2:18][CH2:17]2)[NH:9][S@:10]([C:12]([CH3:15])([CH3:14])[CH3:13])=[O:11])=[CH:4][CH:3]=1.BrC1C=CC(C(CC(C)([S@@](N)=O)C)C2CCCCC2)=CC=1.[CH3:43][PH:44]([O-])([O-:48])[O:45][CH2:46][CH3:47].CCN(CC)CC. The catalyst is C1COCC1.C1C=CC(P(C2C=CC=CC=2)[C-]2C=CC=C2)=CC=1.C1C=CC(P(C2C=CC=CC=2)[C-]2C=CC=C2)=CC=1.Cl[Pd]Cl.[Fe+2]. The product is [CH:16]1([C@H:8]([NH:9][S@:10]([C:12]([CH3:15])([CH3:14])[CH3:13])=[O:11])[C:5]2[CH:6]=[CH:7][C:2]([P:44]([CH3:43])(=[O:48])[O:45][CH2:46][CH3:47])=[CH:3][CH:4]=2)[CH2:21][CH2:20][CH2:19][CH2:18][CH2:17]1. The yield is 0.900. (2) The reactants are [NH:1]1[CH2:6][CH2:5][CH2:4][CH2:3][CH:2]1[CH2:7][OH:8].[CH:9](O)=O.[H-].[Al+3].[Li+].[H-].[H-].[H-]. The catalyst is C=O. The product is [CH3:9][N:1]1[CH2:6][CH2:5][CH2:4][CH2:3][CH:2]1[CH2:7][OH:8]. The yield is 0.600.